From a dataset of Catalyst prediction with 721,799 reactions and 888 catalyst types from USPTO. Predict which catalyst facilitates the given reaction. (1) Reactant: [CH3:1][O:2][C:3]1[CH:12]=[CH:11][C:10]2[C:5](=[CH:6][N+:7]3[CH2:20][CH2:19][C:18]4[C:13](=[CH:14][C:15]5[O:23][CH2:22][O:21][C:16]=5[CH:17]=4)[C:8]=3[CH:9]=2)[C:4]=1[O:24][CH3:25].[Cl-].[BH4-].[Na+].C(Cl)Cl.C(OCC)(=O)C.CO. Product: [CH3:1][O:2][C:3]1[CH:12]=[CH:11][C:10]2[CH:9]=[C:8]3[N:7]([CH2:20][CH2:19][C:18]4[CH:17]=[C:16]5[O:21][CH2:22][O:23][C:15]5=[CH:14][C:13]=43)[CH2:6][C:5]=2[C:4]=1[O:24][CH3:25]. The catalyst class is: 17. (2) Reactant: [NH2:1][C:2]1[CH:7]=[CH:6][C:5]([C:8]#[N:9])=[CH:4][C:3]=1[NH:10][C:11](=O)[C@H:12]([OH:27])[C@H:13]1[O:18][CH2:17][CH2:16][N:15]([C:19]2[CH:24]=[CH:23][C:22]([CH3:25])=[CH:21][CH:20]=2)[C:14]1=[O:26]. Product: [OH:27][C@H:12]([C@H:13]1[O:18][CH2:17][CH2:16][N:15]([C:19]2[CH:24]=[CH:23][C:22]([CH3:25])=[CH:21][CH:20]=2)[C:14]1=[O:26])[C:11]1[NH:10][C:3]2[CH:4]=[C:5]([C:8]#[N:9])[CH:6]=[CH:7][C:2]=2[N:1]=1. The catalyst class is: 52. (3) Reactant: [OH:1][C:2]1[C:3]([C:17]([NH:19][CH2:20][C:21]([O:23]CC)=[O:22])=[O:18])=[C:4]2[C:9](=[CH:10][C:11]=1[C:12]1[S:13][CH:14]=[CH:15][CH:16]=1)[N:8]=[CH:7][CH:6]=[N:5]2.[OH-].[Na+]. Product: [OH:1][C:2]1[C:3]([C:17]([NH:19][CH2:20][C:21]([OH:23])=[O:22])=[O:18])=[C:4]2[C:9](=[CH:10][C:11]=1[C:12]1[S:13][CH:14]=[CH:15][CH:16]=1)[N:8]=[CH:7][CH:6]=[N:5]2. The catalyst class is: 8. (4) Reactant: [C:1]([O:5][C:6](=[O:29])[C:7]([S:10][C:11]1[CH:28]=[CH:27][C:14]([CH2:15][N:16]([CH2:21][C:22]2[O:23][CH:24]=[CH:25][CH:26]=2)[CH2:17][C:18]([OH:20])=[O:19])=[CH:13][CH:12]=1)([CH3:9])[CH3:8])([CH3:4])([CH3:3])[CH3:2].O[NH:31][C:32](=[NH:41])[C:33]1[CH:38]=[CH:37][C:36]([CH3:39])=[CH:35][C:34]=1[CH3:40].ON1C2C=CC=CC=2N=N1.CC(N=C=NC(C)C)C. Product: [CH3:40][C:34]1[CH:35]=[C:36]([CH3:39])[CH:37]=[CH:38][C:33]=1[C:32]([NH:41][O:19][C:18](=[O:20])[CH2:17][N:16]([CH2:15][C:14]1[CH:27]=[CH:28][C:11]([S:10][C:7]([CH3:9])([CH3:8])[C:6]([O:5][C:1]([CH3:2])([CH3:3])[CH3:4])=[O:29])=[CH:12][CH:13]=1)[CH2:21][C:22]1[O:23][CH:24]=[CH:25][CH:26]=1)=[NH:31]. The catalyst class is: 59. (5) Reactant: Cl.[F:2][C:3]1[CH:8]=[CH:7][C:6]([NH:9][NH2:10])=[CH:5][CH:4]=1.C(N(CC)CC)C.[C:18](OCC)(=[O:23])[CH2:19][C:20]([CH3:22])=O. Product: [F:2][C:3]1[CH:8]=[CH:7][C:6]([N:9]2[C:18](=[O:23])[CH:19]=[C:20]([CH3:22])[NH:10]2)=[CH:5][CH:4]=1. The catalyst class is: 5. (6) Reactant: C([O:3][C:4]([CH:6]1[CH2:11][CH2:10][CH2:9][N:8]([C:12]2[C:17]([NH2:18])=[CH:16][N:15]=[C:14]([Cl:19])[N:13]=2)[CH2:7]1)=[O:5])C.[OH-].[Na+].Cl. Product: [NH2:18][C:17]1[C:12]([N:8]2[CH2:9][CH2:10][CH2:11][CH:6]([C:4]([OH:5])=[O:3])[CH2:7]2)=[N:13][C:14]([Cl:19])=[N:15][CH:16]=1. The catalyst class is: 7.